Dataset: Full USPTO retrosynthesis dataset with 1.9M reactions from patents (1976-2016). Task: Predict the reactants needed to synthesize the given product. (1) Given the product [CH3:21][N:22]1[CH2:27][CH2:26][N:25]([C:2]2[CH:7]=[CH:6][N:5]=[C:4]([C:8]3[NH:9][C:10]([C:15]4[CH:20]=[CH:19][CH:18]=[CH:17][N:16]=4)=[CH:11][C:12](=[O:14])[CH:13]=3)[CH:3]=2)[CH2:24][CH2:23]1, predict the reactants needed to synthesize it. The reactants are: Cl[C:2]1[CH:7]=[CH:6][N:5]=[C:4]([C:8]2[NH:9][C:10]([C:15]3[CH:20]=[CH:19][CH:18]=[CH:17][N:16]=3)=[CH:11][C:12](=[O:14])[CH:13]=2)[CH:3]=1.[CH3:21][N:22]1[CH2:27][CH2:26][NH:25][CH2:24][CH2:23]1. (2) Given the product [CH2:14]([O:13][C:9](=[O:12])[CH:10]=[CH:11][C:5]1[CH:6]=[CH:7][C:2]([F:1])=[CH:3][CH:4]=1)[CH2:15][CH2:16][CH3:17], predict the reactants needed to synthesize it. The reactants are: [F:1][C:2]1[CH:7]=[CH:6][C:5](Br)=[CH:4][CH:3]=1.[C:9]([O:13][CH2:14][CH2:15][CH2:16][CH3:17])(=[O:12])[CH:10]=[CH2:11]. (3) Given the product [Cl:22][C:11]1[CH:12]=[C:13]([C:20]#[N:21])[CH:14]=[C:15]2[C:10]=1[NH:9][CH:8]([C:4]1[CH:3]=[C:2]([NH:23][C:24]([CH3:29])([CH3:28])[C:25]([OH:27])=[O:26])[CH:7]=[CH:6][CH:5]=1)[CH2:17][C:16]2([CH3:19])[CH3:18], predict the reactants needed to synthesize it. The reactants are: Br[C:2]1[CH:3]=[C:4]([CH:8]2[CH2:17][C:16]([CH3:19])([CH3:18])[C:15]3[C:10](=[C:11]([Cl:22])[CH:12]=[C:13]([C:20]#[N:21])[CH:14]=3)[NH:9]2)[CH:5]=[CH:6][CH:7]=1.[NH2:23][C:24]([CH3:29])([CH3:28])[C:25]([OH:27])=[O:26].C(=O)([O-])[O-].[K+].[K+]. (4) Given the product [CH2:29]([C:21]1[CH:22]=[C:23]2[C:28](=[C:19]([O:18][CH:15]3[CH2:16][CH2:17][N:12]([CH2:11][CH:9]4[CH2:10][CH2:5][NH:6][CH2:7][CH2:8]4)[CH2:13][CH2:14]3)[CH:20]=1)[N:27]=[CH:26][CH:25]=[CH:24]2)[CH2:30][CH2:31][CH3:32], predict the reactants needed to synthesize it. The reactants are: CC([CH:5]1[CH2:10][CH:9]([CH2:11][N:12]2[CH2:17][CH2:16][CH:15]([O:18][C:19]3[CH:20]=[C:21]([CH2:29][CH2:30][CH2:31][CH3:32])[CH:22]=[C:23]4[C:28]=3[N:27]=[CH:26][CH:25]=[CH:24]4)[CH2:14][CH2:13]2)[CH2:8][CH2:7][N:6]1C([O-])=O)(C)C.C(O)(C(F)(F)F)=O.C1(C)C=CC=CC=1. (5) Given the product [Cl:1][C:2]1[CH:3]=[CH:4][C:5]([CH:8]([CH3:12])[C:9]([NH:13][CH2:14][CH2:15][CH2:16][N:17]2[CH2:22][CH2:21][CH:20]([C:23]3[CH:24]=[C:25]([NH:30][C:31](=[O:35])[CH:32]([CH3:34])[CH3:33])[CH:26]=[CH:27][C:28]=3[CH3:29])[CH2:19][CH2:18]2)=[O:11])=[CH:6][CH:7]=1, predict the reactants needed to synthesize it. The reactants are: [Cl:1][C:2]1[CH:7]=[CH:6][C:5]([CH:8]([CH3:12])[C:9]([OH:11])=O)=[CH:4][CH:3]=1.[NH2:13][CH2:14][CH2:15][CH2:16][N:17]1[CH2:22][CH2:21][CH:20]([C:23]2[CH:24]=[C:25]([NH:30][C:31](=[O:35])[CH:32]([CH3:34])[CH3:33])[CH:26]=[CH:27][C:28]=2[CH3:29])[CH2:19][CH2:18]1.